From a dataset of hERG potassium channel inhibition data for cardiac toxicity prediction from Karim et al.. Regression/Classification. Given a drug SMILES string, predict its toxicity properties. Task type varies by dataset: regression for continuous values (e.g., LD50, hERG inhibition percentage) or binary classification for toxic/non-toxic outcomes (e.g., AMES mutagenicity, cardiotoxicity, hepatotoxicity). Dataset: herg_karim. (1) The drug is O=C(N[C@@H]1C[C@@H]2CC[C@H](C1)N2)[C@@H](Cc1ccc(Cl)cc1)NC(=O)C1(c2ccc(Cl)cc2)CC1. The result is 1 (blocker). (2) The drug is COCC[C@H](Oc1ncnc2c1cnn2-c1ccccc1Cl)C(=O)Nc1ccc(C)cn1. The result is 0 (non-blocker).